This data is from Catalyst prediction with 721,799 reactions and 888 catalyst types from USPTO. The task is: Predict which catalyst facilitates the given reaction. (1) Reactant: [CH3:1][C:2]1[C:3]([CH2:16][C:17]([N:19]([CH3:21])[CH3:20])=O)=[C:4]([CH3:15])[C:5]2[C:13]3[C:8](=[CH:9][CH:10]=[CH:11][CH:12]=3)[NH:7][C:6]=2[N:14]=1.C1COCC1.[H-].[Al+3].[Li+].[H-].[H-].[H-].[OH-].[Na+]. Product: [CH3:1][C:2]1[C:3]([CH2:16][CH2:17][N:19]([CH3:20])[CH3:21])=[C:4]([CH3:15])[C:5]2[C:13]3[C:8](=[CH:9][CH:10]=[CH:11][CH:12]=3)[NH:7][C:6]=2[N:14]=1. The catalyst class is: 84. (2) Reactant: [O:1]=[C:2]1[NH:7][CH2:6][CH:5]([C:8]([OH:10])=O)[CH2:4][CH2:3]1.CN(C(ON1N=NC2C=CC=CC1=2)=[N+](C)C)C.F[P-](F)(F)(F)(F)F.CCN(C(C)C)C(C)C.[CH3:44][O:45][C:46]1[CH:51]=[CH:50][CH:49]=[CH:48][C:47]=1[C:52]1[N:57]=[CH:56][N:55]=[C:54]([NH2:58])[CH:53]=1. Product: [CH3:44][O:45][C:46]1[CH:51]=[CH:50][CH:49]=[CH:48][C:47]=1[C:52]1[N:57]=[CH:56][N:55]=[C:54]([NH:58][C:8]([CH:5]2[CH2:4][CH2:3][C:2](=[O:1])[NH:7][CH2:6]2)=[O:10])[CH:53]=1. The catalyst class is: 3. (3) Reactant: [CH3:1][O:2][C:3]([C:5]1[CH:6]=[C:7]([C:14]2[CH:19]=[CH:18][C:17]([CH3:20])=[CH:16][CH:15]=2)[CH:8]=[C:9]([N+:11]([O-])=O)[CH:10]=1)=[O:4].Cl[Sn]Cl. Product: [CH3:1][O:2][C:3]([C:5]1[CH:6]=[C:7]([C:14]2[CH:19]=[CH:18][C:17]([CH3:20])=[CH:16][CH:15]=2)[CH:8]=[C:9]([NH2:11])[CH:10]=1)=[O:4]. The catalyst class is: 5. (4) Reactant: [CH:1]([N:4]([CH3:24])[C:5]1[C:6]([C:19]2[CH:20]=[N:21][NH:22][CH:23]=2)=[N:7][C:8]2[C:13]([N:14]=1)=[CH:12][C:11]([C:15]([O:17]C)=[O:16])=[CH:10][CH:9]=2)([CH3:3])[CH3:2].O.[OH-].[Li+]. Product: [CH:1]([N:4]([CH3:24])[C:5]1[C:6]([C:19]2[CH:20]=[N:21][NH:22][CH:23]=2)=[N:7][C:8]2[C:13]([N:14]=1)=[CH:12][C:11]([C:15]([OH:17])=[O:16])=[CH:10][CH:9]=2)([CH3:3])[CH3:2]. The catalyst class is: 24.